This data is from Reaction yield outcomes from USPTO patents with 853,638 reactions. The task is: Predict the reaction yield, written as a fraction of the theoretical maximum amount of product (1.0 means a 100% yield; for example, 0.34 means a 34% yield). (1) The reactants are [CH2:1]([O:8][C:9]1[CH:24]=[C:23]([N:25]([CH2:31][C:32]2[CH:37]=[CH:36][C:35]([CH:38]3[CH2:43][CH2:42][CH2:41][CH2:40][CH2:39]3)=[CH:34][CH:33]=2)[C:26](=[O:30])[CH2:27][NH:28][CH3:29])[CH:22]=[CH:21][C:10]=1[C:11]([O:13][CH2:14][C:15]1[CH:20]=[CH:19][CH:18]=[CH:17][CH:16]=1)=[O:12])[C:2]1[CH:7]=[CH:6][CH:5]=[CH:4][CH:3]=1.[C:44]([C:46]1[CH:51]=[CH:50][C:49]([S:52](Cl)(=[O:54])=[O:53])=[CH:48][CH:47]=1)#[N:45]. No catalyst specified. The product is [CH2:1]([O:8][C:9]1[CH:24]=[C:23]([N:25]([CH2:31][C:32]2[CH:33]=[CH:34][C:35]([CH:38]3[CH2:43][CH2:42][CH2:41][CH2:40][CH2:39]3)=[CH:36][CH:37]=2)[C:26](=[O:30])[CH2:27][N:28]([CH3:29])[S:52]([C:49]2[CH:48]=[CH:47][C:46]([C:44]#[N:45])=[CH:51][CH:50]=2)(=[O:54])=[O:53])[CH:22]=[CH:21][C:10]=1[C:11]([O:13][CH2:14][C:15]1[CH:20]=[CH:19][CH:18]=[CH:17][CH:16]=1)=[O:12])[C:2]1[CH:3]=[CH:4][CH:5]=[CH:6][CH:7]=1. The yield is 0.970. (2) The reactants are [C:1]([O:5][C:6]([C:8]1([C:16](=[O:18])[CH3:17])[CH2:13][O:12][C:11]([CH3:15])([CH3:14])[O:10][CH2:9]1)=[O:7])(C)(C)[CH3:2].C(OCC)(=O)CC(C)=O. No catalyst specified. The product is [CH2:1]([O:5][C:6]([C:8]1([C:16](=[O:18])[CH3:17])[CH2:9][O:10][C:11]([CH3:14])([CH3:15])[O:12][CH2:13]1)=[O:7])[CH3:2]. The yield is 0.310. (3) The reactants are [CH2:1]([N:8]1[CH2:13][CH2:12][C:11]2([C:21]3[C:16](=[CH:17][CH:18]=[CH:19][C:20]=3[CH2:22][NH:23][CH:24]([CH3:26])[CH3:25])[N:15]([C:27]3[C:28]4[CH:35]([CH:36]([CH3:38])[CH3:37])[CH2:34][CH2:33][C:29]=4[N:30]=[CH:31][N:32]=3)[CH2:14]2)[CH2:10][CH2:9]1)[C:2]1[CH:7]=[CH:6][CH:5]=[CH:4][CH:3]=1.[CH3:39][C:40]([O:43][C:44](O[C:44]([O:43][C:40]([CH3:42])([CH3:41])[CH3:39])=[O:45])=[O:45])([CH3:42])[CH3:41]. The catalyst is C(Cl)Cl.C([O-])(O)=O.[Na+]. The product is [CH2:1]([N:8]1[CH2:9][CH2:10][C:11]2([C:21]3[C:16](=[CH:17][CH:18]=[CH:19][C:20]=3[CH2:22][N:23]([CH:24]([CH3:26])[CH3:25])[C:44](=[O:45])[O:43][C:40]([CH3:42])([CH3:41])[CH3:39])[N:15]([C:27]3[C:28]4[CH:35]([CH:36]([CH3:38])[CH3:37])[CH2:34][CH2:33][C:29]=4[N:30]=[CH:31][N:32]=3)[CH2:14]2)[CH2:12][CH2:13]1)[C:2]1[CH:3]=[CH:4][CH:5]=[CH:6][CH:7]=1. The yield is 0.400. (4) The reactants are C([N:4]1[CH2:11][CH:10]2[C:6]([C:12]3[CH:17]=[CH:16][CH:15]=[CH:14][CH:13]=3)([NH:7][O:8][CH2:9]2)[CH2:5]1)C=C.Cl. The catalyst is C(Cl)(Cl)Cl.[Pd].C1(P(C2C=CC=CC=2)C2C=CC=CC=2)C=CC=CC=1.C1(P(C2C=CC=CC=2)C2C=CC=CC=2)C=CC=CC=1.C1(P(C2C=CC=CC=2)C2C=CC=CC=2)C=CC=CC=1.C1(P(C2C=CC=CC=2)C2C=CC=CC=2)C=CC=CC=1. The product is [C:12]1([C:6]23[CH2:5][NH:4][CH2:11][CH:10]2[CH2:9][O:8][NH:7]3)[CH:13]=[CH:14][CH:15]=[CH:16][CH:17]=1. The yield is 0.920. (5) The reactants are Br[C:2]1[CH:7]=[CH:6][C:5]([S:8]([N:11]2[CH2:25][CH2:24][C:14]3([O:19][CH2:18][C:17](=[O:20])[N:16]([CH:21]4[CH2:23][CH2:22]4)[CH2:15]3)[CH2:13][CH2:12]2)(=[O:10])=[O:9])=[CH:4][CH:3]=1.[CH3:26][C:27]1([CH3:43])[C:31]([CH3:33])([CH3:32])[O:30][B:29]([B:29]2[O:30][C:31]([CH3:33])([CH3:32])[C:27]([CH3:43])([CH3:26])[O:28]2)[O:28]1.C([O-])(=O)C.[K+]. The catalyst is C1C=CC(P(C2C=CC=CC=2)[C-]2C=CC=C2)=CC=1.C1C=CC(P(C2C=CC=CC=2)[C-]2C=CC=C2)=CC=1.Cl[Pd]Cl.[Fe+2].C(Cl)Cl.O1CCOCC1. The product is [CH:21]1([N:16]2[CH2:15][C:14]3([CH2:24][CH2:25][N:11]([S:8]([C:5]4[CH:6]=[CH:7][C:2]([B:29]5[O:30][C:31]([CH3:33])([CH3:32])[C:27]([CH3:43])([CH3:26])[O:28]5)=[CH:3][CH:4]=4)(=[O:10])=[O:9])[CH2:12][CH2:13]3)[O:19][CH2:18][C:17]2=[O:20])[CH2:23][CH2:22]1. The yield is 0.720. (6) The yield is 0.580. The catalyst is CN(C=O)C.[Cu](I)I. The reactants are [OH:1][C:2]1[CH:3]=[CH:4][C:5]2[N:9]=[C:8]([CH2:10][O:11][C:12]3[CH:13]=[C:14]([CH:19]=[CH:20][CH:21]=3)[C:15]([O:17][CH3:18])=[O:16])[N:7]([CH3:22])[C:6]=2[CH:23]=1.[Cl:24][C:25]1[C:26](F)=[N:27][CH:28]=[CH:29][CH:30]=1.N1C2C(=CC=C3C=2N=CC=C3)C=CC=1.C(=O)([O-])[O-].[Cs+].[Cs+].[Cl-].[NH4+]. The product is [Cl:24][C:25]1[C:26]([O:1][C:2]2[CH:3]=[CH:4][C:5]3[N:9]=[C:8]([CH2:10][O:11][C:12]4[CH:13]=[C:14]([CH:19]=[CH:20][CH:21]=4)[C:15]([O:17][CH3:18])=[O:16])[N:7]([CH3:22])[C:6]=3[CH:23]=2)=[N:27][CH:28]=[CH:29][CH:30]=1. (7) The reactants are [Br:1][C:2]1[CH:7]=[CH:6][C:5]([NH:8][C:9]2[NH:10][C:11]3[C:12](=[O:23])[CH2:13][CH2:14][CH2:15][C:16]=3[C:17]=2[C:18]([O:20][CH2:21][CH3:22])=[O:19])=[C:4]([F:24])[CH:3]=1.[C:25](=O)([O-])[O-].[Cs+].[Cs+].COS(OC)(=O)=O. The catalyst is CN(C=O)C.O. The product is [Br:1][C:2]1[CH:7]=[CH:6][C:5]([NH:8][C:9]2[N:10]([CH3:25])[C:11]3[C:12](=[O:23])[CH2:13][CH2:14][CH2:15][C:16]=3[C:17]=2[C:18]([O:20][CH2:21][CH3:22])=[O:19])=[C:4]([F:24])[CH:3]=1. The yield is 0.650. (8) The reactants are Cl[CH2:2][C:3](Cl)=[O:4].[NH2:6][C:7]1[CH:12]=[C:11]([Cl:13])[CH:10]=[C:9]([N+:14]([O-:16])=[O:15])[C:8]=1[OH:17].C(=O)([O-])[O-].[K+].[K+]. The catalyst is C(Cl)(Cl)Cl. The product is [Cl:13][C:11]1[CH:10]=[C:9]([N+:14]([O-:16])=[O:15])[C:8]2[O:17][CH2:2][C:3](=[O:4])[NH:6][C:7]=2[CH:12]=1. The yield is 0.720. (9) The reactants are [CH3:1][O:2][C:3]([NH:5][C@H:6]([C:10]([N:12]1[CH2:16][C@@H:15]([CH3:17])[CH2:14][C@H:13]1[C:18]1[NH:22][C:21]2[C:23]3[C:28]([CH:29]=[CH:30][C:20]=2[N:19]=1)=[CH:27][C:26]1[C:31]2[C:36]([CH2:37][O:38][C:25]=1[CH:24]=3)=[CH:35][C:34]([C:39]1[NH:43][C:42]([C@@H:44]3[CH2:48][C@H:47]([CH2:49][O:50][CH3:51])[CH2:46][N:45]3C(OC(C)(C)C)=O)=[N:41][CH:40]=1)=[CH:33][CH:32]=2)=[O:11])[CH:7]([CH3:9])[CH3:8])=[O:4].Cl.[CH3:60][O:61][C:62]([NH:64][C@H:65]([C:69]1[CH:74]=[CH:73][CH:72]=[CH:71][CH:70]=1)[C:66]([OH:68])=O)=[O:63].CCOC(C(C#N)=NOC(N1CCOCC1)=[N+](C)C)=O.F[P-](F)(F)(F)(F)F.CCN(C(C)C)C(C)C. The catalyst is C(Cl)Cl.CO.CCOC(C)=O.CN(C=O)C.CO. The product is [CH3:1][O:2][C:3]([NH:5][C@@H:6]([CH:7]([CH3:9])[CH3:8])[C:10]([N:12]1[CH2:16][C@@H:15]([CH3:17])[CH2:14][C@H:13]1[C:18]1[NH:22][C:21]2[C:23]3[C:28]([CH:29]=[CH:30][C:20]=2[N:19]=1)=[CH:27][C:26]1[C:31]2[C:36]([CH2:37][O:38][C:25]=1[CH:24]=3)=[CH:35][C:34]([C:39]1[NH:43][C:42]([C@@H:44]3[CH2:48][C@H:47]([CH2:49][O:50][CH3:51])[CH2:46][N:45]3[C:66](=[O:68])[C@H:65]([NH:64][C:62](=[O:63])[O:61][CH3:60])[C:69]3[CH:74]=[CH:73][CH:72]=[CH:71][CH:70]=3)=[N:41][CH:40]=1)=[CH:33][CH:32]=2)=[O:11])=[O:4]. The yield is 0.380.